This data is from Reaction yield outcomes from USPTO patents with 853,638 reactions. The task is: Predict the reaction yield, written as a fraction of the theoretical maximum amount of product (1.0 means a 100% yield; for example, 0.34 means a 34% yield). (1) The reactants are [C:1]([OH:18])(=[O:17])[C:2]1[C:3](=[CH:7][C:8](=[C:12]([CH:16]=1)[C:13]([OH:15])=[O:14])[C:9]([OH:11])=[O:10])[C:4]([OH:6])=[O:5].[H][H]. The catalyst is O. The product is [CH:8]1([C:9]([OH:11])=[O:10])[CH2:7][CH:3]([C:4]([OH:6])=[O:5])[CH:2]([C:1]([OH:18])=[O:17])[CH2:16][CH:12]1[C:13]([OH:15])=[O:14]. The yield is 0.850. (2) The reactants are Cl[C:2]1[C:7]([C:8]([NH:10][C@H:11]([C:13]2[CH:22]=[CH:21][C:16]([C:17]([O:19][CH3:20])=[O:18])=[CH:15][CH:14]=2)[CH3:12])=[O:9])=[CH:6][C:5]([Cl:23])=[CH:4][N:3]=1.Cl[C:25]1[CH:30]=[CH:29][C:28]([CH2:31][CH2:32][NH2:33])=[CH:27][CH:26]=1.[C:34](=O)([O-])[O-].[K+].[K+]. The catalyst is CN(C)C=O. The product is [Cl:23][C:5]1[CH:6]=[C:7]([C:8]([NH:10][C@H:11]([C:13]2[CH:22]=[CH:21][C:16]([C:17]([O:19][CH3:20])=[O:18])=[CH:15][CH:14]=2)[CH3:12])=[O:9])[C:2]([N:33]([CH3:34])[CH2:32][CH2:31][C:28]2[CH:29]=[CH:30][CH:25]=[CH:26][CH:27]=2)=[N:3][CH:4]=1. The yield is 0.720. (3) The reactants are [Br:1][CH2:2][CH2:3][CH2:4][CH2:5][C:6]([CH3:21])([C:15]1[CH:20]=[CH:19][CH:18]=[CH:17][CH:16]=1)[CH2:7][O:8][CH:9]1[CH2:14][CH2:13][CH2:12][CH2:11][O:10]1.Br[CH2:23]CCCC(C)(C1C=CC(C)=CC=1)CO.O1C=CCCC1. The catalyst is C(Cl)Cl.O.C1(C)C=CC(S(O)(=O)=O)=CC=1. The product is [Br:1][CH2:2][CH2:3][CH2:4][CH2:5][C:6]([CH3:21])([C:15]1[CH:16]=[CH:17][C:18]([CH3:23])=[CH:19][CH:20]=1)[CH2:7][O:8][CH:9]1[CH2:14][CH2:13][CH2:12][CH2:11][O:10]1. The yield is 0.930. (4) The reactants are [N:1]1([CH2:7][C:8]2[CH:13]=[CH:12][C:11]([NH:14][C:15]3[N:20]=[C:19]([CH2:21][CH2:22][C:23]4[CH:28]=[CH:27][CH:26]=[CH:25][C:24]=4[CH2:29][C:30]([NH2:32])=[O:31])[C:18]([C:33]([F:36])([F:35])[F:34])=[CH:17][N:16]=3)=[CH:10][CH:9]=2)[CH2:6][CH2:5][NH:4][CH2:3][CH2:2]1.C=O.[C:39](O[BH-](OC(=O)C)OC(=O)C)(=O)C.[Na+]. The catalyst is CO. The product is [CH3:39][N:4]1[CH2:3][CH2:2][N:1]([CH2:7][C:8]2[CH:9]=[CH:10][C:11]([NH:14][C:15]3[N:20]=[C:19]([CH2:21][CH2:22][C:23]4[CH:28]=[CH:27][CH:26]=[CH:25][C:24]=4[CH2:29][C:30]([NH2:32])=[O:31])[C:18]([C:33]([F:34])([F:36])[F:35])=[CH:17][N:16]=3)=[CH:12][CH:13]=2)[CH2:6][CH2:5]1. The yield is 0.940. (5) The reactants are [N:1]([CH2:4][C:5]1[CH:14]=[C:13]2[C:8]([CH:9]=[C:10]([C:19]([O:21][CH2:22][CH3:23])=[O:20])[CH:11]([C:15]([F:18])([F:17])[F:16])[O:12]2)=[CH:7][C:6]=1[Cl:24])=[N+]=[N-].[C:25](Cl)(=[O:29])[CH2:26][CH2:27][CH3:28].CCN(CC)CC. The catalyst is CN(C=O)C. The product is [C:25]([NH:1][CH2:4][C:5]1[CH:14]=[C:13]2[C:8]([CH:9]=[C:10]([C:19]([O:21][CH2:22][CH3:23])=[O:20])[CH:11]([C:15]([F:18])([F:17])[F:16])[O:12]2)=[CH:7][C:6]=1[Cl:24])(=[O:29])[CH2:26][CH2:27][CH3:28]. The yield is 0.645. (6) The product is [C:1]([NH:5][CH2:6][CH:7]([C:12]1[CH:17]=[CH:16][C:15]([Cl:18])=[CH:14][CH:13]=1)[C:8]([O-:10])=[O:9])([CH3:4])([CH3:2])[CH3:3].[K+:20]. The yield is 0.970. The catalyst is C1COCC1. The reactants are [C:1]([NH:5][CH2:6][CH:7]([C:12]1[CH:17]=[CH:16][C:15]([Cl:18])=[CH:14][CH:13]=1)[C:8]([O:10]C)=[O:9])([CH3:4])([CH3:3])[CH3:2].O([Si](C)(C)C)[K:20]. (7) The catalyst is C(Cl)Cl. The product is [CH3:8][C@@H:9]1[N:15]([C:32]([O:34][CH:35]2[CH2:39][CH2:38][CH2:37][CH2:36]2)=[O:33])[CH2:14][C:13]2[CH:16]=[CH:17][C:18]([C:20]([O:22][CH3:23])=[O:21])=[CH:19][C:12]=2[O:11][CH2:10]1. The reactants are FC(F)(F)C(O)=O.[CH3:8][C@@H:9]1[NH:15][CH2:14][C:13]2[CH:16]=[CH:17][C:18]([C:20]([O:22][CH3:23])=[O:21])=[CH:19][C:12]=2[O:11][CH2:10]1.CCN(CC)CC.Cl[C:32]([O:34][CH:35]1[CH2:39][CH2:38][CH2:37][CH2:36]1)=[O:33]. The yield is 0.500. (8) The reactants are [F:1][C:2]1[CH:7]=[CH:6][C:5]([CH:8]2[CH:17]([C:18]3[N:19]([CH3:25])[C:20]([CH3:24])=[C:21]([CH3:23])[N:22]=3)[C:16](=O)[C:15]3[C:14]([C:27]([O:29]CC)=O)=[CH:13][CH:12]=[CH:11][C:10]=3[NH:9]2)=[CH:4][CH:3]=1.O.[NH2:33][NH2:34]. The catalyst is CO. The product is [F:1][C:2]1[CH:3]=[CH:4][C:5]([CH:8]2[NH:9][C:10]3[C:15]4[C:16](=[N:33][NH:34][C:27](=[O:29])[C:14]=4[CH:13]=[CH:12][CH:11]=3)[CH:17]2[C:18]2[N:19]([CH3:25])[C:20]([CH3:24])=[C:21]([CH3:23])[N:22]=2)=[CH:6][CH:7]=1. The yield is 0.650.